Task: Regression. Given two drug SMILES strings and cell line genomic features, predict the synergy score measuring deviation from expected non-interaction effect.. Dataset: NCI-60 drug combinations with 297,098 pairs across 59 cell lines Drug 1: CC(CN1CC(=O)NC(=O)C1)N2CC(=O)NC(=O)C2. Drug 2: C1=CC(=CC=C1CCCC(=O)O)N(CCCl)CCCl. Cell line: ACHN. Synergy scores: CSS=53.6, Synergy_ZIP=2.79, Synergy_Bliss=3.43, Synergy_Loewe=4.55, Synergy_HSA=7.45.